Dataset: Full USPTO retrosynthesis dataset with 1.9M reactions from patents (1976-2016). Task: Predict the reactants needed to synthesize the given product. Given the product [Cl:1][CH2:2][C:3]1[O:16][C:7]([C:8]2[CH:9]=[C:10]([CH:11]=[CH:12][CH:13]=2)[C:14]#[N:15])=[N:6][N:5]=1, predict the reactants needed to synthesize it. The reactants are: [Cl:1][CH2:2][C:3]([NH:5][NH:6][C:7](=[O:16])[C:8]1[CH:13]=[CH:12][CH:11]=[C:10]([C:14]#[N:15])[CH:9]=1)=O.O=P12OP3(OP(OP(O3)(O1)=O)(=O)O2)=O.CN(C=O)C.C([O-])([O-])=O.[K+].[K+].